From a dataset of Reaction yield outcomes from USPTO patents with 853,638 reactions. Predict the reaction yield, written as a fraction of the theoretical maximum amount of product (1.0 means a 100% yield; for example, 0.34 means a 34% yield). (1) The reactants are [F:1][C:2]1[CH:3]=[N:4][CH:5]=[C:6]([N:8]2[CH:12]=[C:11]([N+:13]([O-])=O)[C:10]([CH3:16])=[N:9]2)[CH:7]=1.C(OCC)(=O)C. The catalyst is C(O)C.[Pd]. The product is [F:1][C:2]1[CH:7]=[C:6]([N:8]2[CH:12]=[C:11]([NH2:13])[C:10]([CH3:16])=[N:9]2)[CH:5]=[N:4][CH:3]=1. The yield is 0.738. (2) The reactants are [NH2:1][C:2]1[CH:7]=[C:6]([Cl:8])[CH:5]=[CH:4][C:3]=1[SH:9].[Br:10][C:11]1[CH:12]=[C:13]([CH:16]=[C:17]([Br:20])[C:18]=1[OH:19])[CH:14]=O. The catalyst is CN(C=O)C. The product is [Br:10][C:11]1[CH:12]=[C:13]([C:14]2[S:9][C:3]3[CH:4]=[CH:5][C:6]([Cl:8])=[CH:7][C:2]=3[N:1]=2)[CH:16]=[C:17]([Br:20])[C:18]=1[OH:19]. The yield is 0.181. (3) The yield is 1.00. The catalyst is CO.O. The product is [Cl:1][C:2]1[C:10]2[CH:9]=[C:8]([C:11]([OH:13])=[O:12])[S:7][C:6]=2[CH:5]=[CH:4][CH:3]=1. The reactants are [Cl:1][C:2]1[C:10]2[CH:9]=[C:8]([C:11]([O:13]C)=[O:12])[S:7][C:6]=2[CH:5]=[CH:4][CH:3]=1.O[Li].O. (4) The reactants are [Cl:1][C:2]1[CH:7]=[CH:6][CH:5]=[C:4]([Cl:8])[N:3]=1.[B:9]1([B:9]2[O:13][C:12]([CH3:15])([CH3:14])[C:11]([CH3:17])([CH3:16])[O:10]2)[O:13][C:12]([CH3:15])([CH3:14])[C:11]([CH3:17])([CH3:16])[O:10]1.N1C2C(=CC=C3C=2N=CC=C3)C=CC=1. The catalyst is [Ir+].ClC1CCC=CCCC=1.ClCCCl. The product is [Cl:1][C:2]1[CH:7]=[C:6]([B:9]([OH:13])[OH:10])[CH:5]=[C:4]([Cl:8])[N:3]=1.[OH:10][C:11]([C:12]([OH:13])([CH3:15])[CH3:14])([CH3:17])[CH3:16]. The yield is 0.580. (5) The reactants are [Br:1][C:2]1[CH:3]=[CH:4][C:5]([S:12]([CH3:15])(=[O:14])=[O:13])=[C:6]([NH:8][C:9](=O)[CH3:10])[CH:7]=1.[N-:16]=[N+:17]=[N-:18].[Na+].FC(F)(F)S(OS(C(F)(F)F)(=O)=O)(=O)=O. The catalyst is C(#N)C. The product is [Br:1][C:2]1[CH:3]=[CH:4][C:5]([S:12]([CH3:15])(=[O:14])=[O:13])=[C:6]([N:8]2[C:9]([CH3:10])=[N:18][N:17]=[N:16]2)[CH:7]=1. The yield is 0.670.